From a dataset of Experimentally validated miRNA-target interactions with 360,000+ pairs, plus equal number of negative samples. Binary Classification. Given a miRNA mature sequence and a target amino acid sequence, predict their likelihood of interaction. (1) The miRNA is hsa-miR-5094 with sequence AAUCAGUGAAUGCCUUGAACCU. The protein sequence of the target gene is MVARLTAFLVCLVFSLATLVQRGYGDTDGFNLEDALKETSSVKQRWDHFSTTTRRPVTTRAPANPAERWDHVATTTTRRPGTTRAPSNPMELDGFDLEDALDDRNDLDGPKKPSAGEAGGWSDKDLEDIVEGGGYKPDKNKGGGGYGSNDDPGSGISTETGTIAGVASALAMALIGAVSSYISYQQKKFCFSIQQGLNADYVKGENLEAVVCEEPQVTYSKQETQSAEPPPPEPPRI. Result: 0 (no interaction). (2) The miRNA is gga-miR-15b-5p with sequence UAGCAGCACAUCAUGGUUUGCA. The protein sequence of the target gene is MGLHFKWPLGAPMLAAIYAMSVVLKMLPALGMACPPKCRCEKLLFYCDSQGFHSVPNATDKGSLGLSLRHNHITALERDQFASFSQLTWLHLDHNQISTVKEDAFQGLYKLKELILSSNKIFYLPNTTFTQLINLQNLDLSFNQLSSLHPELFYGLRKLQTLHLRSNSLRTIPVRLFWDCRSLEFLDLSTNRLRSLARNGFAGLIKLRELHLEHNQLTKINFAHFLRLSSLHTLFLQWNKISNLTCGMDWTWSTLEKLDLTGNEIKAIDLTVFETMPNLKILLMDNNKLNSLDSKILNSL.... Result: 0 (no interaction). (3) The miRNA is mmu-miR-7b-5p with sequence UGGAAGACUUGUGAUUUUGUUGUU. The protein sequence of the target gene is MRSQGTCDNAAAMSGILKRKFEDVDASSPCSSARESDDEVSSSESADSGDSVNPSTSNHFTPSSILKREKRLRTKNVHFSCVTVYYFTRRQGFTSVPSQGGSTLGMSSRHNSVRQYTLGEFAREQERLHREMLREHLREEKLNSLKLKMTKNGTVESEEASTLTVDDISDDDIDLDNTEVDEYFFLQPLPTKKRRALLRASGVKKIDVDEKHELRAIRLSREDCGCDCRVFCDPETCTCSLAGIKCQVDRMSFPCGCTKEGCSNTAGRIEFNPIRVRTHFLHTIMKLELEKNREQQTPTL.... Result: 1 (interaction). (4) The miRNA is cel-miR-228-5p with sequence AAUGGCACUGCAUGAAUUCACGG. The protein sequence of the target gene is MALFYVARYPGPDAAAAAGPEGAEAGAHGRARALLERLQSRARERQQQREPAQTEAAASTEPATRRRRRPRRRRRVNDAEPGSPEAPQGKRRKADGEDAGAESNEEAPGEPSAGSSEEAPGEPSAGSSEEAPGERSTSASAEAAPDGPALEEAAGPLVPGLVLGGFGKRKAPKVQPFLPRWLAEPNCVRRNVTEDLVPIEDIPDVHPDLQKQLRAHGISSYFPVQAAVIPALLESAACGFLVGRGGYRPSDLCVSAPTGSGKTLAFVIPVVQALLSRVVCHIRALVVLPTKELAQQVSKV.... Result: 0 (no interaction).